This data is from Reaction yield outcomes from USPTO patents with 853,638 reactions. The task is: Predict the reaction yield, written as a fraction of the theoretical maximum amount of product (1.0 means a 100% yield; for example, 0.34 means a 34% yield). (1) The reactants are [Br:1][C:2]1[CH:7]=[C:6]([N+:8]([O-])=O)[CH:5]=[C:4]([Br:11])[N:3]=1.N.O. The catalyst is O1CCCC1. The product is [Br:1][C:2]1[CH:7]=[C:6]([NH2:8])[CH:5]=[C:4]([Br:11])[N:3]=1. The yield is 0.700. (2) The reactants are [CH2:1]([C:4]1[S:29][C:7]2[N:8]=[C:9]([O:25][CH2:26][CH2:27][NH2:28])[N:10]=[C:11]([N:12]3[CH2:17][CH2:16][N:15]4[C:18]([C:21]([F:24])([F:23])[F:22])=[N:19][N:20]=[C:14]4[CH2:13]3)[C:6]=2[CH:5]=1)[CH2:2][CH3:3].C(N(C(C)C)CC)(C)C.[CH3:39][S:40](Cl)(=[O:42])=[O:41]. The product is [CH2:1]([C:4]1[S:29][C:7]2[N:8]=[C:9]([O:25][CH2:26][CH2:27][NH:28][S:40]([CH3:39])(=[O:42])=[O:41])[N:10]=[C:11]([N:12]3[CH2:17][CH2:16][N:15]4[C:18]([C:21]([F:22])([F:24])[F:23])=[N:19][N:20]=[C:14]4[CH2:13]3)[C:6]=2[CH:5]=1)[CH2:2][CH3:3]. The catalyst is ClCCl. The yield is 0.550. (3) The reactants are Cl[CH2:2][CH2:3][CH2:4][C:5]([NH:7][C@@H:8]([C:10]1[N:11]([CH3:22])[CH:12]=[C:13]([C:15]2[CH:20]=[CH:19][C:18]([I:21])=[CH:17][CH:16]=2)[N:14]=1)[CH3:9])=[O:6].C1COCC1.CC(C)([O-])C.[K+].CCOC(C)=O. The catalyst is O. The product is [I:21][C:18]1[CH:19]=[CH:20][C:15]([C:13]2[N:14]=[C:10]([C@H:8]([N:7]3[CH2:2][CH2:3][CH2:4][C:5]3=[O:6])[CH3:9])[N:11]([CH3:22])[CH:12]=2)=[CH:16][CH:17]=1. The yield is 0.860. (4) The reactants are [H-].[Na+].[NH2:3][C:4]1[CH:5]=[C:6]([OH:10])[CH:7]=[CH:8][CH:9]=1.[C:11]([O:15][C:16](=[O:29])[N:17]([C:19]1[CH:24]=[C:23](Cl)[CH:22]=[CH:21][C:20]=1[N+:26]([O-:28])=[O:27])[CH3:18])([CH3:14])([CH3:13])[CH3:12]. The catalyst is CN(C)C=O. The product is [C:11]([O:15][C:16](=[O:29])[N:17]([C:19]1[CH:24]=[C:23]([O:10][C:6]2[CH:7]=[CH:8][CH:9]=[C:4]([NH2:3])[CH:5]=2)[CH:22]=[CH:21][C:20]=1[N+:26]([O-:28])=[O:27])[CH3:18])([CH3:14])([CH3:13])[CH3:12]. The yield is 0.920. (5) The product is [CH3:48][O:47][C:44]1[CH:43]=[CH:42][C:41]([CH2:40][N:35]2[CH2:36][CH2:37][CH2:38][CH2:39][CH:33]([C:11]3[S:12][C:8]([C:6]4[CH:5]=[C:4]([NH:13][C:14]5[N:19]=[C:18]([C:20]([F:21])([F:23])[F:22])[CH:17]=[CH:16][N:15]=5)[CH:3]=[C:2]([CH3:1])[CH:7]=4)=[CH:9][N:10]=3)[C:34]2=[O:49])=[CH:46][CH:45]=1. The catalyst is C1COCC1. The reactants are [CH3:1][C:2]1[CH:3]=[C:4]([NH:13][C:14]2[N:19]=[C:18]([C:20]([F:23])([F:22])[F:21])[CH:17]=[CH:16][N:15]=2)[CH:5]=[C:6]([C:8]2[S:12][CH:11]=[N:10][CH:9]=2)[CH:7]=1.C([N-]C(C)C)(C)C.[Li+].Br[CH:33]1[CH2:39][CH2:38][CH2:37][CH2:36][N:35]([CH2:40][C:41]2[CH:46]=[CH:45][C:44]([O:47][CH3:48])=[CH:43][CH:42]=2)[C:34]1=[O:49]. The yield is 0.531. (6) The reactants are [CH3:1][O:2][C:3]([C:5]1([C:8]2[CH:13]=[CH:12][C:11]([OH:14])=[C:10]([C:15](=[N:17][OH:18])[CH3:16])[CH:9]=2)[CH2:7][CH2:6]1)=[O:4].[CH3:19][C:20](OC(C)=O)=[O:21]. The yield is 0.990. No catalyst specified. The product is [C:20]([O:18]/[N:17]=[C:15](/[C:10]1[CH:9]=[C:8]([C:5]2([C:3]([O:2][CH3:1])=[O:4])[CH2:7][CH2:6]2)[CH:13]=[CH:12][C:11]=1[OH:14])\[CH3:16])(=[O:21])[CH3:19]. (7) The reactants are CC1C=CC(S(OCC2CC3C(C(F)(F)F)=CC=C(Cl)C=3O2)(=O)=O)=CC=1.[N-]=[N+]=[N-].[Na+].N(CC1CC2C=C(Cl)C=C(C3C=CSC=3)C=2O1)=[N+]=[N-].[N:50]([CH2:53][CH:54]1[CH2:58][C:57]2[C:59]([C:64]([F:67])([F:66])[F:65])=[CH:60][CH:61]=[C:62]([Cl:63])[C:56]=2[O:55]1)=[N+]=[N-].[N-]=[N+]=[N-]. The catalyst is [Pd]. The product is [Cl:63][C:62]1[C:56]2[O:55][CH:54]([CH2:53][NH2:50])[CH2:58][C:57]=2[C:59]([C:64]([F:67])([F:65])[F:66])=[CH:60][CH:61]=1. The yield is 0.640. (8) The reactants are O[CH2:2]/[C:3](/[C:27]1[CH:32]=[CH:31][N:30]=[CH:29][CH:28]=1)=[C:4](/[C:9]1[CH:14]=[CH:13][C:12]([O:15][CH2:16][C:17]2[CH:26]=[CH:25][C:24]3[C:19](=[CH:20][CH:21]=[CH:22][CH:23]=3)[N:18]=2)=[CH:11][CH:10]=1)\[C:5]([NH:7][CH3:8])=[O:6].P(Br)(Br)Br.C([O-])(O)=O.[Na+]. The catalyst is CCOCC.C(Cl)Cl. The product is [CH3:8][N:7]1[CH2:2][C:3]([C:27]2[CH:32]=[CH:31][N:30]=[CH:29][CH:28]=2)=[C:4]([C:9]2[CH:10]=[CH:11][C:12]([O:15][CH2:16][C:17]3[CH:26]=[CH:25][C:24]4[C:19](=[CH:20][CH:21]=[CH:22][CH:23]=4)[N:18]=3)=[CH:13][CH:14]=2)[C:5]1=[O:6]. The yield is 0.850. (9) The reactants are [CH:1]1[C:14]2[C:13](=[O:15])[C:12]3[C:7](=[CH:8][CH:9]=[CH:10][CH:11]=3)[C:6](=[O:16])[C:5]=2[CH:4]=[CH:3][C:2]=1[S:17](Cl)(=[O:19])=[O:18].[NH2:21][CH2:22][CH2:23][CH2:24][N:25]1[CH2:30][CH2:29][O:28][CH2:27][CH2:26]1.[OH-].[Na+]. The catalyst is COCCO.C(O)C. The product is [O:28]1[CH2:29][CH2:30][N:25]([CH2:24][CH2:23][CH2:22][NH:21][S:17]([C:2]2[CH:3]=[CH:4][C:5]3[C:6](=[O:16])[C:7]4[C:12](=[CH:11][CH:10]=[CH:9][CH:8]=4)[C:13](=[O:15])[C:14]=3[CH:1]=2)(=[O:19])=[O:18])[CH2:26][CH2:27]1. The yield is 0.820.